From a dataset of Reaction yield outcomes from USPTO patents with 853,638 reactions. Predict the reaction yield, written as a fraction of the theoretical maximum amount of product (1.0 means a 100% yield; for example, 0.34 means a 34% yield). (1) The yield is 0.550. The reactants are [OH:1][C@:2]([CH3:38])([CH2:36][I:37])[C:3](=[O:35])[C@@H:4]([NH:12][C:13](=[O:34])[C@@H:14]([NH:18][C:19](=[O:33])[C@@H:20]([NH:24][C:25]([C:27]1[S:31][C:30]([CH3:32])=[N:29][CH:28]=1)=[O:26])[CH2:21][O:22][CH3:23])[CH2:15][O:16][CH3:17])[CH2:5][C:6]1[CH:11]=[CH:10][CH:9]=[CH:8][CH:7]=1.[C:39]([O:42][CH2:43][CH2:44][CH2:45][CH2:46][C:47](O[C:47](=[O:48])[CH2:46][CH2:45][CH2:44][CH2:43][O:42][C:39](=[O:41])[CH3:40])=[O:48])(=[O:41])[CH3:40]. The product is [C:39]([O:42][CH2:43][CH2:44][CH2:45][CH2:46][C:47]([O:1][C@@:2]([CH3:38])([C:3](=[O:35])[C@@H:4]([NH:12][C:13](=[O:34])[C@@H:14]([NH:18][C:19](=[O:33])[C@@H:20]([NH:24][C:25]([C:27]1[S:31][C:30]([CH3:32])=[N:29][CH:28]=1)=[O:26])[CH2:21][O:22][CH3:23])[CH2:15][O:16][CH3:17])[CH2:5][C:6]1[CH:7]=[CH:8][CH:9]=[CH:10][CH:11]=1)[CH2:36][I:37])=[O:48])(=[O:41])[CH3:40]. The catalyst is CN(C1C=CN=CC=1)C.N1C=CC=CC=1.O.ClCCl. (2) The reactants are [OH:1][C:2]1[CH:3]=[C:4]([CH:9]=[C:10]([OH:12])[CH:11]=1)[C:5]([O:7][CH3:8])=[O:6].[Br:13][C:14]1[CH:19]=[CH:18][C:17](B(O)O)=[CH:16][CH:15]=1.N1C=CC=CC=1. The catalyst is C(Cl)Cl.C([O-])(=O)C.[Cu+2].C([O-])(=O)C. The product is [CH3:8][O:7][C:5](=[O:6])[C:4]1[CH:3]=[C:2]([OH:1])[CH:11]=[C:10]([O:12][C:17]2[CH:18]=[CH:19][C:14]([Br:13])=[CH:15][CH:16]=2)[CH:9]=1. The yield is 0.220. (3) The reactants are FC(F)(F)S(OS(C(F)(F)F)(=O)=O)(=O)=O.[CH2:16]([O:18][C:19]([C:21]1[CH:22]=[C:23]2[C:28](=[CH:29][CH:30]=1)[N+:27]([O-])=[CH:26][CH:25]=[CH:24]2)=[O:20])[CH3:17].[CH3:32][NH2:33].O1CCCC1. The catalyst is ClCCl. The product is [CH3:32][NH:33][C:26]1[CH:25]=[CH:24][C:23]2[C:28](=[CH:29][CH:30]=[C:21]([C:19]([O:18][CH2:16][CH3:17])=[O:20])[CH:22]=2)[N:27]=1. The yield is 0.350. (4) The reactants are [Cl:1][C:2]1[C:3]([N:10]([C:19](OC(C)(C)C)=O)[NH:11][C:12](OC(C)(C)C)=O)=[C:4]([F:9])[C:5]([F:8])=[N:6][CH:7]=1.[CH3:26]OC(OC)CC(OC)OC.CCO.OS(O)(=O)=O. The catalyst is CCOC(C)=O. The product is [Cl:1][C:2]1[C:3]([N:10]2[CH:19]=[CH:26][CH:12]=[N:11]2)=[C:4]([F:9])[C:5]([F:8])=[N:6][CH:7]=1. The yield is 0.700. (5) The reactants are [CH3:1][O:2][C:3](=[O:37])[C:4]1[CH:9]=[CH:8][C:7]([C:10]2[CH:11]=[C:12]3[C:16](=[CH:17][CH:18]=2)[N:15](S(C2C=CC=CC=2)(=O)=O)[C:14]([C:28]2[C:33]([F:34])=[CH:32][CH:31]=[CH:30][C:29]=2[F:35])=[CH:13]3)=[C:6]([CH3:36])[CH:5]=1.C([O-])([O-])=O.[Cs+].[Cs+]. The catalyst is C1COCC1.CO. The product is [CH3:1][O:2][C:3](=[O:37])[C:4]1[CH:9]=[CH:8][C:7]([C:10]2[CH:11]=[C:12]3[C:16](=[CH:17][CH:18]=2)[NH:15][C:14]([C:28]2[C:33]([F:34])=[CH:32][CH:31]=[CH:30][C:29]=2[F:35])=[CH:13]3)=[C:6]([CH3:36])[CH:5]=1. The yield is 0.110. (6) The reactants are [Cl:1][C:2]1[CH:31]=[CH:30][C:5]2[N:6]([CH2:21][C:22]3[CH:27]=[CH:26][C:25]([O:28][CH3:29])=[CH:24][CH:23]=3)[C:7](=[O:20])[CH:8]([CH2:12][C:13]3[CH:18]=[CH:17][CH:16]=[CH:15][C:14]=3[Cl:19])[NH:9][C:10](=O)[C:4]=2[CH:3]=1.CN(C)C1C=CC=CC=1.P(Cl)(Cl)([Cl:43])=O. The catalyst is C1(C)C=CC=CC=1. The product is [Cl:43][C:10]1[C:4]2[CH:3]=[C:2]([Cl:1])[CH:31]=[CH:30][C:5]=2[N:6]([CH2:21][C:22]2[CH:23]=[CH:24][C:25]([O:28][CH3:29])=[CH:26][CH:27]=2)[C:7](=[O:20])[CH:8]([CH2:12][C:13]2[CH:18]=[CH:17][CH:16]=[CH:15][C:14]=2[Cl:19])[N:9]=1. The yield is 1.00.